Dataset: Merck oncology drug combination screen with 23,052 pairs across 39 cell lines. Task: Regression. Given two drug SMILES strings and cell line genomic features, predict the synergy score measuring deviation from expected non-interaction effect. (1) Drug 1: CCc1cnn2c(NCc3ccc[n+]([O-])c3)cc(N3CCCCC3CCO)nc12. Drug 2: Cn1cc(-c2cnn3c(N)c(Br)c(C4CCCNC4)nc23)cn1. Cell line: ES2. Synergy scores: synergy=-11.0. (2) Drug 1: N#Cc1ccc(Cn2cncc2CN2CCN(c3cccc(Cl)c3)C(=O)C2)cc1. Drug 2: CCC1=CC2CN(C1)Cc1c([nH]c3ccccc13)C(C(=O)OC)(c1cc3c(cc1OC)N(C)C1C(O)(C(=O)OC)C(OC(C)=O)C4(CC)C=CCN5CCC31C54)C2. Cell line: UWB1289. Synergy scores: synergy=25.9. (3) Drug 1: CC(=O)OC1C(=O)C2(C)C(O)CC3OCC3(OC(C)=O)C2C(OC(=O)c2ccccc2)C2(O)CC(OC(=O)C(O)C(NC(=O)c3ccccc3)c3ccccc3)C(C)=C1C2(C)C. Drug 2: Cn1c(=O)n(-c2ccc(C(C)(C)C#N)cc2)c2c3cc(-c4cnc5ccccc5c4)ccc3ncc21. Cell line: UACC62. Synergy scores: synergy=12.9. (4) Drug 1: CN(Cc1cnc2nc(N)nc(N)c2n1)c1ccc(C(=O)NC(CCC(=O)O)C(=O)O)cc1. Drug 2: COC1=C2CC(C)CC(OC)C(O)C(C)C=C(C)C(OC(N)=O)C(OC)C=CC=C(C)C(=O)NC(=CC1=O)C2=O. Cell line: T47D. Synergy scores: synergy=-23.9. (5) Drug 1: CN1C(=O)C=CC2(C)C3CCC4(C)C(NC(=O)OCC(F)(F)F)CCC4C3CCC12. Drug 2: O=C(CCCCCCC(=O)Nc1ccccc1)NO. Cell line: KPL1. Synergy scores: synergy=14.1. (6) Drug 1: CC(C)CC(NC(=O)C(Cc1ccccc1)NC(=O)c1cnccn1)B(O)O. Drug 2: CC1(c2nc3c(C(N)=O)cccc3[nH]2)CCCN1. Cell line: HT144. Synergy scores: synergy=-2.17. (7) Drug 1: COC1=C2CC(C)CC(OC)C(O)C(C)C=C(C)C(OC(N)=O)C(OC)C=CC=C(C)C(=O)NC(=CC1=O)C2=O. Drug 2: NC1CCCCC1N.O=C(O)C(=O)O.[Pt+2]. Cell line: SKMES1. Synergy scores: synergy=-2.71. (8) Synergy scores: synergy=-10.0. Drug 2: CS(=O)(=O)CCNCc1ccc(-c2ccc3ncnc(Nc4ccc(OCc5cccc(F)c5)c(Cl)c4)c3c2)o1. Drug 1: O=P1(N(CCCl)CCCl)NCCCO1. Cell line: A375. (9) Drug 1: COc1cccc2c1C(=O)c1c(O)c3c(c(O)c1C2=O)CC(O)(C(=O)CO)CC3OC1CC(N)C(O)C(C)O1. Drug 2: O=C(O)C1(Cc2cccc(Nc3nccs3)n2)CCC(Oc2cccc(Cl)c2F)CC1. Cell line: EFM192B. Synergy scores: synergy=-12.5. (10) Drug 1: CCN(CC)CCNC(=O)c1c(C)[nH]c(C=C2C(=O)Nc3ccc(F)cc32)c1C. Drug 2: Cc1nc(Nc2ncc(C(=O)Nc3c(C)cccc3Cl)s2)cc(N2CCN(CCO)CC2)n1. Cell line: RKO. Synergy scores: synergy=34.4.